From a dataset of Forward reaction prediction with 1.9M reactions from USPTO patents (1976-2016). Predict the product of the given reaction. (1) Given the reactants CS(O[CH:6]([C:8]1[CH:13]=[C:12]([Cl:14])[C:11]([CH3:15])=[C:10]([C:16]([NH:18][CH2:19][CH3:20])=[O:17])[C:9]=1[C:21]1[CH:26]=[C:25]([F:27])[CH:24]=[C:23]([F:28])[CH:22]=1)[CH3:7])(=O)=O.[N-:29]=[N+:30]=[N-:31].[Na+], predict the reaction product. The product is: [N:29]([CH:6]([C:8]1[CH:13]=[C:12]([Cl:14])[C:11]([CH3:15])=[C:10]([C:16]([NH:18][CH2:19][CH3:20])=[O:17])[C:9]=1[C:21]1[CH:26]=[C:25]([F:27])[CH:24]=[C:23]([F:28])[CH:22]=1)[CH3:7])=[N+:30]=[N-:31]. (2) Given the reactants [CH2:1]([N:8]([CH2:17][C:18]1[CH:23]=[CH:22][CH:21]=[CH:20][CH:19]=1)[C:9]1[CH:14]=[CH:13][CH:12]=[C:11]([NH2:15])[C:10]=1[CH3:16])[C:2]1[CH:7]=[CH:6][CH:5]=[CH:4][CH:3]=1.[CH:24]([S:27](Cl)(=[O:29])=[O:28])([CH3:26])[CH3:25], predict the reaction product. The product is: [CH2:17]([N:8]([CH2:1][C:2]1[CH:3]=[CH:4][CH:5]=[CH:6][CH:7]=1)[C:9]1[C:10]([CH3:16])=[C:11]([NH:15][S:27]([CH:24]([CH3:26])[CH3:25])(=[O:29])=[O:28])[CH:12]=[CH:13][CH:14]=1)[C:18]1[CH:23]=[CH:22][CH:21]=[CH:20][CH:19]=1. (3) Given the reactants C(N(C(C)C)CC)(C)C.[Li]CCCC.[Cl:15][C:16]1[CH:21]=[C:20]([Cl:22])[N:19]=[C:18]([NH:23][C:24](=[O:30])[O:25][C:26]([CH3:29])([CH3:28])[CH3:27])[CH:17]=1.CN([CH:34]=[O:35])C, predict the reaction product. The product is: [Cl:15][C:16]1[C:21]([CH:34]=[O:35])=[C:20]([Cl:22])[N:19]=[C:18]([NH:23][C:24](=[O:30])[O:25][C:26]([CH3:27])([CH3:29])[CH3:28])[CH:17]=1. (4) The product is: [C:13]12([CH:23]([CH2:1][CH3:2])[C:24]#[N:25])[CH2:20][CH:19]3[CH2:18][CH:17]([CH2:16][CH:15]([CH2:21]3)[CH2:14]1)[CH2:22]2. Given the reactants [CH:1](NC(C)C)(C)[CH3:2].[Li]CCCC.[C:13]12([CH2:23][C:24]#[N:25])[CH2:22][CH:17]3[CH2:18][CH:19]([CH2:21][CH:15]([CH2:16]3)[CH2:14]1)[CH2:20]2.C(I)C.[NH4+].[Cl-], predict the reaction product. (5) Given the reactants [F:1][C:2]1[CH:7]=[C:6]([S:8]([CH3:11])(=[O:10])=[O:9])[CH:5]=[C:4]([F:12])[C:3]=1[NH:13][C@H:14]1[CH2:19][CH2:18][CH2:17][N:16]([CH:20]2[CH2:25][CH2:24][N:23]([C:26](=[NH:29])[NH:27][OH:28])[CH2:22][CH2:21]2)[C:15]1=[O:30].[C:31](O[C:31](=O)[CH:32]([CH3:34])[CH3:33])(=O)[CH:32]([CH3:34])[CH3:33], predict the reaction product. The product is: [F:1][C:2]1[CH:7]=[C:6]([S:8]([CH3:11])(=[O:9])=[O:10])[CH:5]=[C:4]([F:12])[C:3]=1[NH:13][C@H:14]1[CH2:19][CH2:18][CH2:17][N:16]([CH:20]2[CH2:21][CH2:22][N:23]([C:26]3[N:29]=[C:31]([CH:32]([CH3:34])[CH3:33])[O:28][N:27]=3)[CH2:24][CH2:25]2)[C:15]1=[O:30]. (6) Given the reactants Cl.C[O:3][C:4](=[O:38])[C:5]1[CH:10]=[CH:9][C:8]([O:11][C:12]2[CH:17]=[CH:16][C:15]([CH2:18][C@H:19]([NH2:37])[C:20]3[N:21]([CH2:33][CH2:34][CH2:35][CH3:36])[CH:22]=[C:23]([C:25]4[CH:30]=[CH:29][C:28]([Cl:31])=[CH:27][C:26]=4[Cl:32])[N:24]=3)=[CH:14][CH:13]=2)=[CH:7][CH:6]=1.[F:39][C:40]1[CH:41]=[C:42]([CH2:46][C:47]([OH:49])=O)[CH:43]=[CH:44][CH:45]=1, predict the reaction product. The product is: [CH2:33]([N:21]1[CH:22]=[C:23]([C:25]2[CH:30]=[CH:29][C:28]([Cl:31])=[CH:27][C:26]=2[Cl:32])[N:24]=[C:20]1[C@@H:19]([NH:37][C:47](=[O:49])[CH2:46][C:42]1[CH:43]=[CH:44][CH:45]=[C:40]([F:39])[CH:41]=1)[CH2:18][C:15]1[CH:16]=[CH:17][C:12]([O:11][C:8]2[CH:9]=[CH:10][C:5]([C:4]([OH:38])=[O:3])=[CH:6][CH:7]=2)=[CH:13][CH:14]=1)[CH2:34][CH2:35][CH3:36]. (7) Given the reactants [CH3:1][C:2]1([CH3:28])[N:7]2[C:8]3[CH:9]=[C:10]([C:15]([NH:17][C:18]4[N:19]=[C:20]([C:24]([OH:26])=O)[N:21]([CH3:23])[CH:22]=4)=[O:16])[CH:11]=[CH:12][C:13]=3[CH:14]=[C:6]2[C:5](=[O:27])[NH:4][CH2:3]1.ON1C2C=CC=CC=2N=N1.C(N=C=NCCCN(C)C)C.[C:50]([NH2:54])([CH3:53])([CH3:52])[CH3:51].C(N(CC)C(C)C)(C)C, predict the reaction product. The product is: [C:50]([NH:54][C:24]([C:20]1[N:21]([CH3:23])[CH:22]=[C:18]([NH:17][C:15]([C:10]2[CH:11]=[CH:12][C:13]3[CH:14]=[C:6]4[C:5](=[O:27])[NH:4][CH2:3][C:2]([CH3:28])([CH3:1])[N:7]4[C:8]=3[CH:9]=2)=[O:16])[N:19]=1)=[O:26])([CH3:53])([CH3:52])[CH3:51]. (8) Given the reactants [CH2:1]([NH:8][C:9]1[C:14]([N+:15]([O-])=O)=[C:13]([NH:18][CH2:19][C:20]2[CH:25]=[CH:24][CH:23]=[CH:22][CH:21]=2)[CH:12]=[C:11]([C:26]([F:29])([F:28])[F:27])[N:10]=1)[C:2]1[CH:7]=[CH:6][CH:5]=[CH:4][CH:3]=1.O, predict the reaction product. The product is: [CH2:1]([NH:8][C:9]1[C:14]([NH2:15])=[C:13]([NH:18][CH2:19][C:20]2[CH:21]=[CH:22][CH:23]=[CH:24][CH:25]=2)[CH:12]=[C:11]([C:26]([F:29])([F:28])[F:27])[N:10]=1)[C:2]1[CH:7]=[CH:6][CH:5]=[CH:4][CH:3]=1. (9) The product is: [CH2:8]([NH:7][C:5](=[O:6])[C:4]1[CH:15]=[CH:16][C:17]([S:18][C:19]2[CH:20]=[CH:21][C:22]([OH:25])=[CH:23][CH:24]=2)=[C:2]([NH:1][C:39]2[C:28]3[CH:33]=[CH:32][C:31]([CH3:34])=[N:30][C:29]=3[N:35]=[CH:36][N:37]=2)[CH:3]=1)[C:9]1[CH:10]=[CH:11][CH:12]=[CH:13][CH:14]=1. Given the reactants [NH2:1][C:2]1[CH:3]=[C:4]([CH:15]=[CH:16][C:17]=1[S:18][C:19]1[CH:24]=[CH:23][C:22]([OH:25])=[CH:21][CH:20]=1)[C:5]([NH:7][CH2:8][C:9]1[CH:14]=[CH:13][CH:12]=[CH:11][CH:10]=1)=[O:6].C([C:28]1[C:29]([N:35]=[CH:36][N:37]([CH3:39])C)=[N:30][C:31]([CH3:34])=[CH:32][CH:33]=1)#N.NC1C=C(C=CC=1SC1C=CC(O)=CC=1)C(NC1C=CC(Br)=CC=1)=O, predict the reaction product.